The task is: Predict the product of the given reaction.. This data is from Forward reaction prediction with 1.9M reactions from USPTO patents (1976-2016). (1) Given the reactants [Cl:1][C:2]1[CH:7]=[CH:6][C:5]([CH:8]2[CH:12]([C:13]3[CH:18]=[CH:17][C:16]([Cl:19])=[CH:15][CH:14]=3)[N:11]([C:20](Cl)=[O:21])[C:10]([C:23]3[C:24]([O:30][CH2:31][CH3:32])=[N:25][C:26]([CH3:29])=[N:27][CH:28]=3)=[N:9]2)=[CH:4][CH:3]=1.Cl.Cl.[CH3:35][S:36]([CH2:39][CH2:40][N:41]1[CH2:46][CH2:45][NH:44][CH2:43][CH2:42]1)(=[O:38])=[O:37], predict the reaction product. The product is: [Cl:1][C:2]1[CH:7]=[CH:6][C:5]([C@H:8]2[C@@H:12]([C:13]3[CH:18]=[CH:17][C:16]([Cl:19])=[CH:15][CH:14]=3)[N:11]([C:20]([N:44]3[CH2:43][CH2:42][N:41]([CH2:40][CH2:39][S:36]([CH3:35])(=[O:37])=[O:38])[CH2:46][CH2:45]3)=[O:21])[C:10]([C:23]3[C:24]([O:30][CH2:31][CH3:32])=[N:25][C:26]([CH3:29])=[N:27][CH:28]=3)=[N:9]2)=[CH:4][CH:3]=1. (2) Given the reactants Cl[C:2]1[C:3]2[N:10]([CH3:11])[CH:9]=[CH:8][C:4]=2[N:5]=[CH:6][N:7]=1.[Cl:12][C:13]1[CH:14]=[C:15]([CH:17]=[CH:18][C:19]=1[O:20][C:21]1[CH:26]=[CH:25][N:24]2[N:27]=[CH:28][N:29]=[C:23]2[CH:22]=1)[NH2:16].Cl.N1C=CC=CC=1.C(=O)([O-])O.[Na+], predict the reaction product. The product is: [Cl:12][C:13]1[CH:14]=[C:15]([NH:16][C:2]2[C:3]3[N:10]([CH3:11])[CH:9]=[CH:8][C:4]=3[N:5]=[CH:6][N:7]=2)[CH:17]=[CH:18][C:19]=1[O:20][C:21]1[CH:26]=[CH:25][N:24]2[N:27]=[CH:28][N:29]=[C:23]2[CH:22]=1. (3) Given the reactants [CH:1]([C:3]1[N:4]=[C:5]2[C:10](=[N:11][CH:12]=1)[N:9]=[C:8]([NH2:13])[NH:7][C:6]2=[O:14])=[O:2].[C:15](O[C:15](=[O:19])[CH:16]([CH3:18])[CH3:17])(=[O:19])[CH:16]([CH3:18])[CH3:17], predict the reaction product. The product is: [C:15]([NH:13][C:8]1[NH:7][C:6](=[O:14])[C:5]2[C:10](=[N:11][CH:12]=[C:3]([CH:1]=[O:2])[N:4]=2)[N:9]=1)(=[O:19])[CH:16]([CH3:18])[CH3:17]. (4) Given the reactants Br[CH2:2][CH2:3][CH2:4][N:5]1[C:14]2[C:9](=[C:10]([CH:15]3[O:19]CCO3)[CH:11]=[CH:12][CH:13]=2)[CH2:8][CH2:7][C:6]1=[O:20].[CH2:21]([CH:28]1[CH2:33][CH2:32][NH:31][CH2:30][CH2:29]1)[C:22]1[CH:27]=[CH:26][CH:25]=[CH:24][CH:23]=1.C(=O)([O-])[O-].[K+].[K+], predict the reaction product. The product is: [CH2:21]([CH:28]1[CH2:33][CH2:32][N:31]([CH2:2][CH2:3][CH2:4][N:5]2[C:14]3[CH:13]=[CH:12][CH:11]=[C:10]([CH:15]=[O:19])[C:9]=3[CH2:8][CH2:7][C:6]2=[O:20])[CH2:30][CH2:29]1)[C:22]1[CH:27]=[CH:26][CH:25]=[CH:24][CH:23]=1. (5) Given the reactants Br[C:2]1[N:3]=[C:4]([C:16](=[O:31])[N:17](C(OC(C)(C)C)=O)[C:18]2[CH:23]=[CH:22][CH:21]=[CH:20][CH:19]=2)[C:5]([NH:8]C(=O)OC(C)(C)C)=[N:6][CH:7]=1.C(=O)([O-])[O-].[Cs+].[Cs+].[N:38]1[CH:43]=[CH:42][CH:41]=[C:40]([NH2:44])[CH:39]=1.C1(P(C2CCCCC2)C2C=CC=CC=2C2C=CC=CC=2N(C)C)CCCCC1.C1(C=CC(=O)C=CC2C=CC=CC=2)C=CC=CC=1, predict the reaction product. The product is: [NH2:8][C:5]1[C:4]([C:16]([NH:17][C:18]2[CH:19]=[CH:20][CH:21]=[CH:22][CH:23]=2)=[O:31])=[N:3][C:2]([NH:44][C:40]2[CH:39]=[N:38][CH:43]=[CH:42][CH:41]=2)=[CH:7][N:6]=1. (6) The product is: [NH2:1][C:2]1[C:3]([C:16]([OH:18])=[O:17])=[N:4][C:5]([C:8]2[C:13]([F:14])=[CH:12][CH:11]=[CH:10][C:9]=2[F:15])=[CH:6][N:7]=1. Given the reactants [NH2:1][C:2]1[C:3]([C:16]([O:18]C)=[O:17])=[N:4][C:5]([C:8]2[C:13]([F:14])=[CH:12][CH:11]=[CH:10][C:9]=2[F:15])=[CH:6][N:7]=1.O.[OH-].[Li+].Cl, predict the reaction product. (7) Given the reactants [CH2:1]([OH:5])[CH2:2][CH2:3][CH3:4].[H-].[Na+].F[C:9]1[CH:10]=[N:11][CH:12]=[CH:13][C:14]=1[C:15]1[N:19]([CH3:20])[C:18]2[CH:21]=[CH:22][C:23]([C:25]([F:28])([F:27])[F:26])=[CH:24][C:17]=2[N:16]=1.[Cl-].[NH4+], predict the reaction product. The product is: [CH2:1]([O:5][C:9]1[CH:10]=[N:11][CH:12]=[CH:13][C:14]=1[C:15]1[N:19]([CH3:20])[C:18]2[CH:21]=[CH:22][C:23]([C:25]([F:28])([F:27])[F:26])=[CH:24][C:17]=2[N:16]=1)[CH2:2][CH2:3][CH3:4].